The task is: Regression. Given two drug SMILES strings and cell line genomic features, predict the synergy score measuring deviation from expected non-interaction effect.. This data is from NCI-60 drug combinations with 297,098 pairs across 59 cell lines. (1) Drug 2: C(=O)(N)NO. Synergy scores: CSS=26.4, Synergy_ZIP=-6.13, Synergy_Bliss=-4.32, Synergy_Loewe=-12.8, Synergy_HSA=-2.66. Cell line: UO-31. Drug 1: C1=C(C(=O)NC(=O)N1)F. (2) Drug 1: CCCS(=O)(=O)NC1=C(C(=C(C=C1)F)C(=O)C2=CNC3=C2C=C(C=N3)C4=CC=C(C=C4)Cl)F. Cell line: KM12. Drug 2: C1=CC(=CC=C1C#N)C(C2=CC=C(C=C2)C#N)N3C=NC=N3. Synergy scores: CSS=4.47, Synergy_ZIP=7.77, Synergy_Bliss=2.00, Synergy_Loewe=0.637, Synergy_HSA=-1.09. (3) Drug 1: C1C(C(OC1N2C=NC3=C(N=C(N=C32)Cl)N)CO)O. Drug 2: CC=C1C(=O)NC(C(=O)OC2CC(=O)NC(C(=O)NC(CSSCCC=C2)C(=O)N1)C(C)C)C(C)C. Cell line: A498. Synergy scores: CSS=34.4, Synergy_ZIP=-7.65, Synergy_Bliss=-2.15, Synergy_Loewe=-10.6, Synergy_HSA=0.259.